This data is from Reaction yield outcomes from USPTO patents with 853,638 reactions. The task is: Predict the reaction yield, written as a fraction of the theoretical maximum amount of product (1.0 means a 100% yield; for example, 0.34 means a 34% yield). (1) The reactants are [C:1]1([S:7]([N:10]2[C:18]3[C:13](=[CH:14][CH:15]=[CH:16][CH:17]=3)[C:12](Br)=[CH:11]2)(=[O:9])=[O:8])[CH:6]=[CH:5][CH:4]=[CH:3][CH:2]=1.[C:20]1(B(O)O)[CH:25]=[CH:24][CH:23]=[CH:22][CH:21]=1.C(=O)([O-])[O-].[Na+].[Na+]. The catalyst is C1(C)C=CC=CC=1.C(O)C.[Cl-].[NH4+]. The product is [C:1]1([S:7]([N:10]2[C:18]3[C:13](=[CH:14][CH:15]=[CH:16][CH:17]=3)[C:12]([C:20]3[CH:25]=[CH:24][CH:23]=[CH:22][CH:21]=3)=[CH:11]2)(=[O:9])=[O:8])[CH:6]=[CH:5][CH:4]=[CH:3][CH:2]=1. The yield is 0.950. (2) The reactants are Cl[C:2]1[C:3]([F:35])=[C:4]([CH:32]=[CH:33][N:34]=1)[C:5]([NH:7][C:8]1[C:13]([F:14])=[CH:12][CH:11]=[C:10]([N:15]([CH2:22][C:23]2[CH:28]=[CH:27][C:26]([O:29][CH3:30])=[CH:25][CH:24]=2)[S:16]([CH2:19][CH2:20][CH3:21])(=[O:18])=[O:17])[C:9]=1[Cl:31])=[O:6].[CH3:36][N:37](C=O)C. The catalyst is [C-]#N.[Zn+2].[C-]#N.C1C=CC(P(C2C=CC=CC=2)[C-]2C=CC=C2)=CC=1.C1C=CC(P(C2C=CC=CC=2)[C-]2C=CC=C2)=CC=1.Cl[Pd]Cl.[Fe+2]. The product is [Cl:31][C:9]1[C:10]([N:15]([CH2:22][C:23]2[CH:24]=[CH:25][C:26]([O:29][CH3:30])=[CH:27][CH:28]=2)[S:16]([CH2:19][CH2:20][CH3:21])(=[O:18])=[O:17])=[CH:11][CH:12]=[C:13]([F:14])[C:8]=1[NH:7][C:5](=[O:6])[C:4]1[CH:32]=[CH:33][N:34]=[C:2]([C:36]#[N:37])[C:3]=1[F:35]. The yield is 0.820. (3) The reactants are Cl.[F:2][C:3]1[CH:8]=[CH:7][C:6]([CH:9]2[CH:14]=[CH:13][NH:12][CH2:11][CH2:10]2)=[CH:5][CH:4]=1.C(N(C(C)C)C(C)C)C.[C:24]1([C:30]2([C:43]3[CH:48]=[CH:47][CH:46]=[CH:45][CH:44]=3)[O:34][C:33]3[CH:35]=[CH:36][C:37]([S:39](Cl)(=[O:41])=[O:40])=[CH:38][C:32]=3[O:31]2)[CH:29]=[CH:28][CH:27]=[CH:26][CH:25]=1. The catalyst is C(Cl)Cl. The product is [C:43]1([C:30]2([C:24]3[CH:25]=[CH:26][CH:27]=[CH:28][CH:29]=3)[O:34][C:33]3[CH:35]=[CH:36][C:37]([S:39]([N:12]4[CH2:11][CH:10]=[C:9]([C:6]5[CH:7]=[CH:8][C:3]([F:2])=[CH:4][CH:5]=5)[CH2:14][CH2:13]4)(=[O:40])=[O:41])=[CH:38][C:32]=3[O:31]2)[CH:48]=[CH:47][CH:46]=[CH:45][CH:44]=1. The yield is 0.750. (4) The reactants are C(OP(OCC)OCC)C.[N:11]([CH2:14][CH2:15][CH2:16][N:17]1[C:21]([CH3:22])=[CH:20][C:19]2[CH:23]=[C:24]([C:26]([C:28]3[CH:33]=[CH:32][C:31]([O:34][CH3:35])=[CH:30][CH:29]=3)=[O:27])[S:25][C:18]1=2)=[N+]=[N-].Cl.O1CCOCC1.C(N(CC)CC)C.[F:50][C:51]([F:64])([F:63])[S:52](O[S:52]([C:51]([F:64])([F:63])[F:50])(=[O:54])=[O:53])(=[O:54])=[O:53]. The catalyst is C1C=CC=CC=1.ClCCl.CN(C1C=CN=CC=1)C. The product is [F:50][C:51]([F:64])([F:63])[S:52]([NH:11][CH2:14][CH2:15][CH2:16][N:17]1[C:21]([CH3:22])=[CH:20][C:19]2[CH:23]=[C:24]([C:26](=[O:27])[C:28]3[CH:33]=[CH:32][C:31]([O:34][CH3:35])=[CH:30][CH:29]=3)[S:25][C:18]1=2)(=[O:54])=[O:53]. The yield is 0.230.